Dataset: Peptide-MHC class II binding affinity with 134,281 pairs from IEDB. Task: Regression. Given a peptide amino acid sequence and an MHC pseudo amino acid sequence, predict their binding affinity value. This is MHC class II binding data. (1) The peptide sequence is ILNTWLVKPGAGIMI. The MHC is DRB1_0901 with pseudo-sequence DRB1_0901. The binding affinity (normalized) is 0.645. (2) The peptide sequence is LTQPLQQVTSLFSQV. The MHC is DRB1_1101 with pseudo-sequence DRB1_1101. The binding affinity (normalized) is 0.434. (3) The peptide sequence is LKNCVDAKMTEEDKE. The MHC is HLA-DQA10501-DQB10201 with pseudo-sequence HLA-DQA10501-DQB10201. The binding affinity (normalized) is 0.0701. (4) The peptide sequence is SAEVEEHRTIRVLEMV. The MHC is DRB1_0401 with pseudo-sequence DRB1_0401. The binding affinity (normalized) is 0.0178. (5) The peptide sequence is CGKYLFNWAVRTKLKLT. The MHC is DRB1_0401 with pseudo-sequence DRB1_0401. The binding affinity (normalized) is 0. (6) The peptide sequence is DIFTNSRGKRASKGN. The MHC is HLA-DQA10101-DQB10501 with pseudo-sequence HLA-DQA10101-DQB10501. The binding affinity (normalized) is 0.0217. (7) The peptide sequence is AKFTCAKSMSLFEVD. The MHC is DRB1_0701 with pseudo-sequence DRB1_0701. The binding affinity (normalized) is 0.625. (8) The peptide sequence is AFILDGHNLFPKV. The MHC is DRB1_0401 with pseudo-sequence DRB1_0401. The binding affinity (normalized) is 0.776.